This data is from Reaction yield outcomes from USPTO patents with 853,638 reactions. The task is: Predict the reaction yield, written as a fraction of the theoretical maximum amount of product (1.0 means a 100% yield; for example, 0.34 means a 34% yield). (1) The reactants are [NH2:1][C:2]1[CH:16]=[CH:15][C:5]([CH2:6][P:7](=[O:14])([O:11][CH2:12][CH3:13])[O:8][CH2:9][CH3:10])=[CH:4][CH:3]=1.[F:17][C:18]1[CH:23]=[CH:22][C:21]([C:24]2[O:28][N:27]=[CH:26][C:25]=2[CH2:29][CH2:30][C:31](O)=[O:32])=[CH:20][CH:19]=1.ON1C2N=CC=CC=2N=N1.C(N=C=NCCCN(C)C)C.Cl. The catalyst is CN(C)C=O. The product is [CH2:12]([O:11][P:7]([CH2:6][C:5]1[CH:4]=[CH:3][C:2]([NH:1][C:31](=[O:32])[CH2:30][CH2:29][C:25]2[CH:26]=[N:27][O:28][C:24]=2[C:21]2[CH:22]=[CH:23][C:18]([F:17])=[CH:19][CH:20]=2)=[CH:16][CH:15]=1)([O:8][CH2:9][CH3:10])=[O:14])[CH3:13]. The yield is 0.700. (2) The reactants are [CH3:1][C:2]([CH3:7])([CH3:6])[C:3](Cl)=[O:4].[CH2:8]([NH:15][C:16]([C:18]1[S:22][C:21]([NH2:23])=[N:20][C:19]=1[CH3:24])=[O:17])[C:9]1[CH:14]=[CH:13][CH:12]=[CH:11][CH:10]=1. No catalyst specified. The product is [CH2:8]([NH:15][C:16]([C:18]1[S:22][C:21]([NH:23][C:3](=[O:4])[C:2]([CH3:7])([CH3:6])[CH3:1])=[N:20][C:19]=1[CH3:24])=[O:17])[C:9]1[CH:14]=[CH:13][CH:12]=[CH:11][CH:10]=1. The yield is 0.230. (3) The reactants are [NH2:1][C:2]1[C:3]([C:29]([NH2:31])=[O:30])=[CH:4][C:5]2[C:13]3[C:8](=[CH:9][CH:10]=[CH:11][CH:12]=3)[N:7]([CH2:14][C@H:15]([NH:17]C(=O)OCC3C=CC=CC=3)[CH3:16])[C:6]=2[N:28]=1. The catalyst is C(O)C.[Pd]. The product is [NH2:1][C:2]1[C:3]([C:29]([NH2:31])=[O:30])=[CH:4][C:5]2[C:13]3[C:8](=[CH:9][CH:10]=[CH:11][CH:12]=3)[N:7]([CH2:14][C@H:15]([NH2:17])[CH3:16])[C:6]=2[N:28]=1. The yield is 0.860. (4) The reactants are [CH:1]1([NH:4][C:5]2[N:10]3[N:11]=[CH:12][C:13](/[CH:14]=[C:15]4/[C:16](=[O:21])[NH:17][C:18](=[O:20])[NH:19]/4)=[C:9]3[N:8]=[C:7](S(C)(=O)=O)[N:6]=2)[CH2:3][CH2:2]1.C1(NC2N3N=CC(/C=C4/C(=O)NC(=O)N/4)=C3N=C(S(C)=O)N=2)CC1.[Cl:50][C:51]1[CH:52]=[C:53]([OH:57])[CH:54]=[CH:55][CH:56]=1.C([O-])([O-])=O.[K+].[K+]. The catalyst is CN1C(=O)CCC1.O. The product is [Cl:50][C:51]1[CH:52]=[C:53]([CH:54]=[CH:55][CH:56]=1)[O:57][C:7]1[N:6]=[C:5]([NH:4][CH:1]2[CH2:3][CH2:2]2)[N:10]2[N:11]=[CH:12][C:13](/[CH:14]=[C:15]3/[C:16](=[O:21])[NH:17][C:18](=[O:20])[NH:19]/3)=[C:9]2[N:8]=1. The yield is 0.690. (5) The reactants are [ClH:1].Cl.[NH2:3][CH:4]1[CH2:9][CH2:8][N:7]([CH2:10][C@H:11]2[N:21]3[C:22]4[N:13]([C:14](=[O:24])[CH:15]=[N:16][C:17]=4[CH:18]=[CH:19][C:20]3=[O:23])[CH2:12]2)[CH2:6][CH2:5]1.C(N(CC)CC)C.[O:32]1[C:41]2[CH:40]=[C:39]([CH:42]=O)[N:38]=[CH:37][C:36]=2[O:35][CH2:34][CH2:33]1.C(O[BH-](OC(=O)C)OC(=O)C)(=O)C.[Na+].C([O-])(O)=O.[Na+]. The catalyst is C(Cl)(Cl)Cl.CO.CO.C(Cl)Cl. The product is [ClH:1].[ClH:1].[O:32]1[C:41]2[CH:40]=[C:39]([CH2:42][NH:3][CH:4]3[CH2:9][CH2:8][N:7]([CH2:10][C@H:11]4[N:21]5[C:22]6[N:13]([C:14](=[O:24])[CH:15]=[N:16][C:17]=6[CH:18]=[CH:19][C:20]5=[O:23])[CH2:12]4)[CH2:6][CH2:5]3)[N:38]=[CH:37][C:36]=2[O:35][CH2:34][CH2:33]1. The yield is 0.710.